This data is from Catalyst prediction with 721,799 reactions and 888 catalyst types from USPTO. The task is: Predict which catalyst facilitates the given reaction. Reactant: C([O-])(=O)CC(CC([O-])=O)(C([O-])=O)O.[Na+].[Na+].[Na+].O.[C:18]([O:21][CH2:22][C@@H:23]1[CH2:26][CH2:25][C@@H:24]1[CH2:27][O:28]C(=O)C)(=[O:20])[CH3:19].C(OCC1C=CC=CC=1)(=O)C1C=CC=CC=1. Product: [C:18]([O:21][CH2:22][C@@H:23]1[CH2:26][CH2:25][C@@H:24]1[CH2:27][OH:28])(=[O:20])[CH3:19]. The catalyst class is: 41.